This data is from Full USPTO retrosynthesis dataset with 1.9M reactions from patents (1976-2016). The task is: Predict the reactants needed to synthesize the given product. (1) Given the product [CH3:1][N:2]([CH3:20])[C:3]1[N:19]=[C:6]2[CH:7]=[C:8]([NH2:11])[CH:9]=[CH:10][N:5]2[N:4]=1, predict the reactants needed to synthesize it. The reactants are: [CH3:1][N:2]([CH3:20])[C:3]1[N:19]=[C:6]2[CH:7]=[C:8]([NH:11]C(=O)OC(C)(C)C)[CH:9]=[CH:10][N:5]2[N:4]=1.Cl. (2) Given the product [Br:32][C:29]1[CH:28]=[CH:27][C:26]([O:25][C:22]2[CH:21]=[CH:20][C:19]([C:10]3([N:7]4[CH2:6][CH2:5][N:4]([CH2:3][CH2:2][NH:1][C:33]([CH2:34][CH2:35][CH2:36][C:37]([OH:39])=[O:38])=[O:40])[CH2:9][CH2:8]4)[C:11](=[O:18])[NH:12][C:13](=[O:17])[NH:14][C:15]3=[O:16])=[CH:24][CH:23]=2)=[CH:31][CH:30]=1, predict the reactants needed to synthesize it. The reactants are: [NH2:1][CH2:2][CH2:3][N:4]1[CH2:9][CH2:8][N:7]([C:10]2([C:19]3[CH:24]=[CH:23][C:22]([O:25][C:26]4[CH:31]=[CH:30][C:29]([Br:32])=[CH:28][CH:27]=4)=[CH:21][CH:20]=3)[C:15](=[O:16])[NH:14][C:13](=[O:17])[NH:12][C:11]2=[O:18])[CH2:6][CH2:5]1.[C:33]1(=[O:40])[O:39][C:37](=[O:38])[CH2:36][CH2:35][CH2:34]1.C(N(CC)CC)C. (3) Given the product [CH3:21][NH:22][C:15]([CH:5]1[C:6]2[NH:7][C:8]3[CH:9]=[CH:10][CH:11]=[CH:12][C:13]=3[C:14]=2[CH2:1][CH2:2][NH:3][CH2:4]1)=[O:17], predict the reactants needed to synthesize it. The reactants are: [CH2:1]1[C:14]2[C:13]3[CH:12]=[CH:11][CH:10]=[CH:9][C:8]=3[NH:7][C:6]=2[CH:5]([C:15]([O:17]CC)=O)[CH2:4][NH:3][CH2:2]1.Cl.[CH3:21][NH2:22].CN.